From a dataset of Catalyst prediction with 721,799 reactions and 888 catalyst types from USPTO. Predict which catalyst facilitates the given reaction. (1) Reactant: [C:1]12[C:7](=[CH:8][CH:9]=[CH:10][CH:11]=1)[NH:6]C(=O)[O:4][C:2]2=O.Cl.[CH3:14][O:15][C:16](=[O:22])[CH:17]([NH2:21])[CH2:18][CH2:19][CH3:20].C(N(CC)CC)C. Product: [CH3:14][O:15][C:16](=[O:22])[CH:17]([NH:21][C:2](=[O:4])[C:1]1[CH:11]=[CH:10][CH:9]=[CH:8][C:7]=1[NH2:6])[CH2:18][CH2:19][CH3:20]. The catalyst class is: 31. (2) Reactant: [CH2:1]([N:3]1[CH:7]=[C:6]([NH2:8])[CH:5]=[N:4]1)[CH3:2].Br[C:10]1[C:11](=[O:18])[N:12]([CH3:17])[CH:13]=[C:14]([Br:16])[N:15]=1.C([O-])(=O)C. Product: [Br:16][C:14]1[N:15]=[C:10]([NH:8][C:6]2[CH:5]=[N:4][N:3]([CH2:1][CH3:2])[CH:7]=2)[C:11](=[O:18])[N:12]([CH3:17])[CH:13]=1. The catalyst class is: 32. (3) Reactant: [H-].[Na+].[Cl:3][C:4]1[CH:9]=[CH:8][CH:7]=[CH:6][C:5]=1/[CH:10]=[CH:11]/[S:12]([NH2:15])(=[O:14])=[O:13].[Br:16][C:17]1[CH:25]=[CH:24][C:20]([C:21](Cl)=[O:22])=[C:19]([Cl:26])[CH:18]=1.O. Product: [Br:16][C:17]1[CH:25]=[CH:24][C:20]([C:21]([NH:15][S:12](/[CH:11]=[CH:10]/[C:5]2[CH:6]=[CH:7][CH:8]=[CH:9][C:4]=2[Cl:3])(=[O:13])=[O:14])=[O:22])=[C:19]([Cl:26])[CH:18]=1. The catalyst class is: 12.